From a dataset of Forward reaction prediction with 1.9M reactions from USPTO patents (1976-2016). Predict the product of the given reaction. (1) Given the reactants C([O:5][C:6](=[O:26])[C:7]([S:10][C:11]1[S:12][CH:13]=[C:14]([CH2:16][CH2:17][NH:18][C:19]2[N:24]=[CH:23][C:22](Br)=[CH:21][N:20]=2)[N:15]=1)([CH3:9])[CH3:8])(C)(C)C.[C:27]1(B(O)O)[CH:32]=[CH:31][CH:30]=[CH:29][CH:28]=1.[F:36][C:37]([F:42])([F:41])[C:38]([OH:40])=[O:39], predict the reaction product. The product is: [F:36][C:37]([F:42])([F:41])[C:38]([OH:40])=[O:39].[CH3:9][C:7]([S:10][C:11]1[S:12][CH:13]=[C:14]([CH2:16][CH2:17][NH:18][C:19]2[N:20]=[CH:21][C:22]([C:27]3[CH:32]=[CH:31][CH:30]=[CH:29][CH:28]=3)=[CH:23][N:24]=2)[N:15]=1)([CH3:8])[C:6]([OH:5])=[O:26]. (2) Given the reactants CC(C)(C)C([NH:5][C:6]1[C:11]([CH2:12][CH2:13][C:14]([O:16][CH2:17]CCC)=O)=[CH:10][CH:9]=[C:8]([O:21]C)[N:7]=1)=O.Cl.C([O-])([O-])=O.[K+].[K+], predict the reaction product. The product is: [CH3:17][O:16][C:14]1[N:5]=[C:6]2[C:11]([CH2:10][CH2:9][C:8](=[O:21])[NH:7]2)=[CH:12][CH:13]=1. (3) Given the reactants [NH2:1][C:2]1([CH2:18][C:19]([OH:21])=[O:20])[CH2:7][CH2:6][N:5]([C:8]([O:10][CH2:11][C:12]2[CH:17]=[CH:16][CH:15]=[CH:14][CH:13]=2)=[O:9])[CH2:4][CH2:3]1.S(Cl)([Cl:24])=O.[CH3:26]O, predict the reaction product. The product is: [ClH:24].[NH2:1][C:2]1([CH2:18][C:19]([O:21][CH3:26])=[O:20])[CH2:7][CH2:6][N:5]([C:8]([O:10][CH2:11][C:12]2[CH:17]=[CH:16][CH:15]=[CH:14][CH:13]=2)=[O:9])[CH2:4][CH2:3]1.